This data is from Forward reaction prediction with 1.9M reactions from USPTO patents (1976-2016). The task is: Predict the product of the given reaction. (1) Given the reactants C([O:3][C:4]([C:6]1[N:7]([C:27]2[CH:32]=[CH:31][C:30]([O:33][CH:34]([CH3:36])[CH3:35])=[CH:29][CH:28]=2)[C:8]2[C:13]([C:14]=1[CH:15]=O)=[CH:12][C:11]([C:17]1[CH:22]=[CH:21][C:20]([C:23]([CH3:26])([CH3:25])[CH3:24])=[CH:19][CH:18]=1)=[CH:10][CH:9]=2)=[O:5])C.[NH2:37][CH2:38][CH2:39][OH:40], predict the reaction product. The product is: [C:23]([C:20]1[CH:19]=[CH:18][C:17]([C:11]2[CH:12]=[C:13]3[C:8](=[CH:9][CH:10]=2)[N:7]([C:27]2[CH:32]=[CH:31][C:30]([O:33][CH:34]([CH3:36])[CH3:35])=[CH:29][CH:28]=2)[C:6]([C:4]([OH:3])=[O:5])=[C:14]3[CH2:15][NH:37][CH2:38][CH2:39][OH:40])=[CH:22][CH:21]=1)([CH3:25])([CH3:24])[CH3:26]. (2) Given the reactants [Cl:1][C:2]1[C:7]([C:8]([NH:10][C:11]2[CH:12]=[C:13]3[C:19]([O:20][CH3:21])=[N:18][N:17](CC4C=CC(OC)=CC=4)[C:14]3=[N:15][CH:16]=2)=[O:9])=[C:6]([F:31])[C:5]([NH:32][S:33]([CH2:36][CH2:37][CH3:38])(=[O:35])=[O:34])=[CH:4][CH:3]=1, predict the reaction product. The product is: [Cl:1][C:2]1[C:7]([C:8]([NH:10][C:11]2[CH:12]=[C:13]3[C:19]([O:20][CH3:21])=[N:18][NH:17][C:14]3=[N:15][CH:16]=2)=[O:9])=[C:6]([F:31])[C:5]([NH:32][S:33]([CH2:36][CH2:37][CH3:38])(=[O:35])=[O:34])=[CH:4][CH:3]=1. (3) Given the reactants [F:1][C:2]1([F:10])[CH2:7][CH2:6][CH:5]([CH:8]=O)[CH2:4][CH2:3]1.O1CCCC1.[NH:16]1[CH2:21][CH2:20][CH:19]([NH:22][C:23](=[O:29])[O:24][C:25]([CH3:28])([CH3:27])[CH3:26])[CH2:18][CH2:17]1.C(O[BH-](OC(=O)C)OC(=O)C)(=O)C.[Na+], predict the reaction product. The product is: [F:1][C:2]1([F:10])[CH2:7][CH2:6][CH:5]([CH2:8][N:16]2[CH2:17][CH2:18][CH:19]([NH:22][C:23](=[O:29])[O:24][C:25]([CH3:27])([CH3:26])[CH3:28])[CH2:20][CH2:21]2)[CH2:4][CH2:3]1. (4) Given the reactants [CH3:1][N:2]([CH3:22])[CH2:3][CH2:4][N:5]1[CH:10]=[CH:9][CH:8]=[C:7]([C:11]2[CH:20]=[CH:19][C:14]([C:15]([O:17][CH3:18])=[O:16])=[CH:13][CH:12]=2)[C:6]1=[O:21].[H][H], predict the reaction product. The product is: [CH3:22][N:2]([CH3:1])[CH2:3][CH2:4][N:5]1[CH2:10][CH2:9][CH2:8][CH:7]([C:11]2[CH:12]=[CH:13][C:14]([C:15]([O:17][CH3:18])=[O:16])=[CH:19][CH:20]=2)[C:6]1=[O:21]. (5) Given the reactants [NH2:1][C:2]1[CH:3]=[C:4]([N:8]2[CH2:13][CH2:12][N:11]([CH2:14][CH2:15][CH2:16][CH2:17][NH:18][S:19]([CH:22]3[CH2:27][CH2:26][CH2:25][CH2:24][CH2:23]3)(=[O:21])=[O:20])[CH2:10][CH2:9]2)[CH:5]=[CH:6][CH:7]=1.[C:28](Cl)(=[O:30])[CH3:29], predict the reaction product. The product is: [CH:22]1([S:19]([NH:18][CH2:17][CH2:16][CH2:15][CH2:14][N:11]2[CH2:12][CH2:13][N:8]([C:4]3[CH:3]=[C:2]([NH:1][C:28](=[O:30])[CH3:29])[CH:7]=[CH:6][CH:5]=3)[CH2:9][CH2:10]2)(=[O:21])=[O:20])[CH2:27][CH2:26][CH2:25][CH2:24][CH2:23]1. (6) Given the reactants Cl.[CH:2]1([NH:8][C:9]2[C:10]3[CH:27]=[N:26][N:25]([CH2:28][CH3:29])[C:11]=3[N:12]=[CH:13][C:14]=2[C:15]2[CH2:19][C:18]3([CH2:24][CH2:23][NH:22][CH2:21][CH2:20]3)[O:17][N:16]=2)[CH2:7][CH2:6][CH2:5][CH2:4][CH2:3]1.C(N(CC)CC)C.[C:37](Cl)(=[O:42])[C:38]([CH3:41])([CH3:40])[CH3:39], predict the reaction product. The product is: [CH:2]1([NH:8][C:9]2[C:10]3[CH:27]=[N:26][N:25]([CH2:28][CH3:29])[C:11]=3[N:12]=[CH:13][C:14]=2[C:15]2[CH2:19][C:18]3([CH2:24][CH2:23][N:22]([C:37](=[O:42])[C:38]([CH3:41])([CH3:40])[CH3:39])[CH2:21][CH2:20]3)[O:17][N:16]=2)[CH2:3][CH2:4][CH2:5][CH2:6][CH2:7]1.